This data is from Full USPTO retrosynthesis dataset with 1.9M reactions from patents (1976-2016). The task is: Predict the reactants needed to synthesize the given product. (1) Given the product [CH2:11]([O:10][C:8]1[N:7]([C:13]2[CH:18]=[CH:17][N:16]=[C:15]([NH2:19])[N:14]=2)[C:6]2[CH:20]=[C:2]([C:22]#[C:21][Si:23]([CH3:26])([CH3:25])[CH3:24])[CH:3]=[CH:4][C:5]=2[N:9]=1)[CH3:12], predict the reactants needed to synthesize it. The reactants are: Br[C:2]1[CH:3]=[CH:4][C:5]2[N:9]=[C:8]([O:10][CH2:11][CH3:12])[N:7]([C:13]3[CH:18]=[CH:17][N:16]=[C:15]([NH2:19])[N:14]=3)[C:6]=2[CH:20]=1.[C:21]([Si:23]([CH3:26])([CH3:25])[CH3:24])#[CH:22]. (2) The reactants are: Br[CH2:2][CH2:3][CH2:4][CH2:5][N:6]1[C:10]2[CH:11]=[CH:12][CH:13]=[CH:14][C:9]=2[N:8]=[C:7]1[C:15]1[CH:20]=[CH:19][CH:18]=[CH:17][C:16]=1[Cl:21].[OH:22][C:23]1[C:28]([CH3:29])=[C:27]([OH:30])[CH:26]=[CH:25][C:24]=1[C:31](=[O:36])[CH2:32][CH:33]([CH3:35])[CH3:34]. Given the product [Cl:21][C:16]1[CH:17]=[CH:18][CH:19]=[CH:20][C:15]=1[C:7]1[N:6]([CH2:5][CH2:4][CH2:3][CH2:2][O:30][C:27]2[CH:26]=[CH:25][C:24]([C:31](=[O:36])[CH2:32][CH:33]([CH3:35])[CH3:34])=[C:23]([OH:22])[C:28]=2[CH3:29])[C:10]2[CH:11]=[CH:12][CH:13]=[CH:14][C:9]=2[N:8]=1, predict the reactants needed to synthesize it. (3) Given the product [Br:1][C:2]1[CH:3]=[CH:4][C:5]2[CH2:12][NH:11][CH2:10][CH2:9][CH2:8][O:7][C:6]=2[CH:14]=1, predict the reactants needed to synthesize it. The reactants are: [Br:1][C:2]1[CH:3]=[CH:4][C:5]2[C:12](=O)[NH:11][CH2:10][CH2:9][CH2:8][O:7][C:6]=2[CH:14]=1.